This data is from Orexin1 receptor HTS with 218,158 compounds and 233 confirmed actives. The task is: Binary Classification. Given a drug SMILES string, predict its activity (active/inactive) in a high-throughput screening assay against a specified biological target. (1) The drug is s1c2nc(CN3CCCc4c3cccc4)cc(=O)n2cc1. The result is 0 (inactive). (2) The drug is O(c1ccc(C(N2CCCC2)CNC(=O)CNC(=O)c2ccc(OCCCC)cc2)cc1)C. The result is 0 (inactive). (3) The molecule is OC1CC2N(CCC1Nc1c(cccc1)c1ccccc1)C(=O)c1c2cccc1. The result is 0 (inactive). (4) The drug is FC(F)(F)c1c(C(=O)Nc2cc(OCC)ccc2)cncc1. The result is 0 (inactive). (5) The molecule is S=C(NC1CCN(CC1)C)Nc1cc([N+]([O-])=O)ccc1. The result is 0 (inactive). (6) The molecule is O=C(N\N=C\c1c(cccc1)C)c1cccnc1. The result is 0 (inactive).